This data is from Full USPTO retrosynthesis dataset with 1.9M reactions from patents (1976-2016). The task is: Predict the reactants needed to synthesize the given product. (1) The reactants are: [CH3:1][O:2][C:3]1[CH:4]=[C:5]([CH2:13][CH2:14][C:15]([OH:17])=O)[CH:6]=[CH:7][C:8]=1[O:9][CH2:10][C:11]#[CH:12].Cl.[Cl:19][C:20]1[CH:27]=[CH:26][C:23]([CH2:24][NH2:25])=[C:22]([F:28])[CH:21]=1. Given the product [Cl:19][C:20]1[CH:27]=[CH:26][C:23]([CH2:24][NH:25][C:15](=[O:17])[CH2:14][CH2:13][C:5]2[CH:6]=[CH:7][C:8]([O:9][CH2:10][C:11]#[CH:12])=[C:3]([O:2][CH3:1])[CH:4]=2)=[C:22]([F:28])[CH:21]=1, predict the reactants needed to synthesize it. (2) Given the product [F:31][C:28]1[CH:29]=[CH:30][C:25]([C:9]2[C:10]3[C:11](=[N:21][N:22]([CH3:24])[CH:23]=3)[N:12]=[C:13]([C:14]3[CH:19]=[CH:18][C:17]([F:20])=[CH:16][CH:15]=3)[C:8]=2[C:6]2[CH:5]=[CH:4][N:3]=[C:2]([NH:32][C:33]3[CH:38]=[CH:37][C:36]([S:39]([NH2:42])(=[O:40])=[O:41])=[CH:35][CH:34]=3)[CH:7]=2)=[CH:26][CH:27]=1, predict the reactants needed to synthesize it. The reactants are: Cl[C:2]1[CH:7]=[C:6]([C:8]2[C:13]([C:14]3[CH:19]=[CH:18][C:17]([F:20])=[CH:16][CH:15]=3)=[N:12][C:11]3=[N:21][N:22]([CH3:24])[CH:23]=[C:10]3[C:9]=2[C:25]2[CH:30]=[CH:29][C:28]([F:31])=[CH:27][CH:26]=2)[CH:5]=[CH:4][N:3]=1.[NH2:32][C:33]1[CH:38]=[CH:37][C:36]([S:39]([NH2:42])(=[O:41])=[O:40])=[CH:35][CH:34]=1. (3) The reactants are: [Si:1]([O:8][CH2:9][CH2:10][NH:11][C:12]([C:14]1[CH:15]=[N:16][N:17]([C:19]2[CH:24]=[CH:23][C:22]([O:25][CH2:26][CH2:27][CH2:28][N:29]3[CH2:33][CH2:32][CH2:31][C@H:30]3[CH3:34])=[CH:21][CH:20]=2)[CH:18]=1)=[O:13])([C:4]([CH3:7])([CH3:6])[CH3:5])([CH3:3])[CH3:2].[H-].[Na+].Br[CH2:38][C:39]([O:41][C:42]([CH3:45])([CH3:44])[CH3:43])=[O:40]. Given the product [Si:1]([O:8][CH2:9][CH2:10][N:11]([C:12]([C:14]1[CH:15]=[N:16][N:17]([C:19]2[CH:20]=[CH:21][C:22]([O:25][CH2:26][CH2:27][CH2:28][N:29]3[CH2:33][CH2:32][CH2:31][C@H:30]3[CH3:34])=[CH:23][CH:24]=2)[CH:18]=1)=[O:13])[CH2:38][C:39]([O:41][C:42]([CH3:45])([CH3:44])[CH3:43])=[O:40])([C:4]([CH3:7])([CH3:5])[CH3:6])([CH3:3])[CH3:2], predict the reactants needed to synthesize it.